Dataset: Full USPTO retrosynthesis dataset with 1.9M reactions from patents (1976-2016). Task: Predict the reactants needed to synthesize the given product. (1) Given the product [C:2]([C:4]1([NH:7][C:8]([C@@H:10]2[CH2:14][C@@H:13]([S:15]([C:18]3[CH:23]=[CH:22][CH:21]=[CH:20][C:19]=3[C:24]([F:27])([F:25])[F:26])(=[O:17])=[O:16])[CH2:12][N:11]2[C:28](=[O:31])[CH2:29][CH3:30])=[O:9])[CH2:5][CH2:6]1)#[N:3], predict the reactants needed to synthesize it. The reactants are: Cl.[C:2]([C:4]1([NH:7][C:8]([C@@H:10]2[CH2:14][C@@H:13]([S:15]([C:18]3[CH:23]=[CH:22][CH:21]=[CH:20][C:19]=3[C:24]([F:27])([F:26])[F:25])(=[O:17])=[O:16])[CH2:12][NH:11]2)=[O:9])[CH2:6][CH2:5]1)#[N:3].[C:28](O[C:28](=[O:31])[CH2:29][CH3:30])(=[O:31])[CH2:29][CH3:30]. (2) The reactants are: [CH:1]1([NH2:5])[CH2:4][CH2:3][CH2:2]1.Cl[C:7](OC1C=CC([N+]([O-])=O)=CC=1)=[O:8].C(N(C(C)C)CC)(C)C.[Cl:28][C:29]1[CH:38]=[C:37]2[C:32]([C:33]([N:39]3[CH2:44][CH2:43][NH:42][CH2:41][CH2:40]3)=[CH:34][CH:35]=[N:36]2)=[CH:31][CH:30]=1. Given the product [Cl:28][C:29]1[CH:38]=[C:37]2[C:32]([C:33]([N:39]3[CH2:44][CH2:43][N:42]([C:7]([NH:5][CH:1]4[CH2:4][CH2:3][CH2:2]4)=[O:8])[CH2:41][CH2:40]3)=[CH:34][CH:35]=[N:36]2)=[CH:31][CH:30]=1, predict the reactants needed to synthesize it. (3) Given the product [OH:1][CH:2]([C:6]1[CH:7]=[CH:8][C:9]([C:12]2[N:16]=[C:15]([C:17]3[O:21][N:20]=[C:19]([C:22]4[CH:27]=[CH:26][CH:25]=[CH:24][CH:23]=4)[C:18]=3[C:28]([F:30])([F:29])[F:31])[O:14][N:13]=2)=[CH:10][CH:11]=1)[C:3]([NH:32][CH2:33][C:34]1[NH:38][N:37]=[C:36]([C:39]([O:41][CH2:42][CH3:43])=[O:40])[N:35]=1)=[O:4], predict the reactants needed to synthesize it. The reactants are: [OH:1][CH:2]([C:6]1[CH:11]=[CH:10][C:9]([C:12]2[N:16]=[C:15]([C:17]3[O:21][N:20]=[C:19]([C:22]4[CH:27]=[CH:26][CH:25]=[CH:24][CH:23]=4)[C:18]=3[C:28]([F:31])([F:30])[F:29])[O:14][N:13]=2)=[CH:8][CH:7]=1)[C:3](O)=[O:4].[NH2:32][CH2:33][C:34]1[NH:38][N:37]=[C:36]([C:39]([O:41][CH2:42][CH3:43])=[O:40])[N:35]=1.C(O)(C(F)(F)F)=O.CN1CCOCC1.CN(C(ON1N=NC2C=CC=NC1=2)=[N+](C)C)C.F[P-](F)(F)(F)(F)F. (4) Given the product [CH2:17]([O:24][N:25]=[CH:1][CH2:2][CH2:3][CH2:4][CH2:5][CH2:6][CH2:7][CH3:8])[C:18]1[CH:23]=[CH:22][CH:21]=[CH:20][CH:19]=1, predict the reactants needed to synthesize it. The reactants are: [CH:1](=O)[CH2:2][CH2:3][CH2:4][CH2:5][CH2:6][CH2:7][CH3:8].[O-]S([O-])(=O)=O.[Na+].[Na+].[CH2:17]([O:24][NH2:25])[C:18]1[CH:23]=[CH:22][CH:21]=[CH:20][CH:19]=1.N#N. (5) The reactants are: [OH:1][C@H:2]([C:10]1[CH:19]=[CH:18][C:13]2[C:14](=[O:17])[O:15][CH2:16][C:12]=2[C:11]=1[CH3:20])[CH2:3][N:4]1[CH2:9][CH2:8][NH:7][CH2:6][CH2:5]1.[CH3:21][C:22]1[C:23]([CH:32]2[CH2:34][O:33]2)=[CH:24][C:25]2[CH2:29][O:28][C:27](=[O:30])[C:26]=2[CH:31]=1. Given the product [OH:1][C@H:2]([C:10]1[CH:19]=[CH:18][C:13]2[C:14](=[O:17])[O:15][CH2:16][C:12]=2[C:11]=1[CH3:20])[CH2:3][N:4]1[CH2:9][CH2:8][N:7]([CH2:34][CH:32]([OH:33])[C:23]2[C:22]([CH3:21])=[CH:31][C:26]3[C:27](=[O:30])[O:28][CH2:29][C:25]=3[CH:24]=2)[CH2:6][CH2:5]1, predict the reactants needed to synthesize it. (6) Given the product [CH3:3][CH:2]([C:4]1[N:8]([CH2:9][CH2:10][C@@H:11]([OH:19])[CH2:12][C@@H:13]([OH:18])[CH2:14][C:15]([O-:17])=[O:16])[C:7]([C:20]2[CH:21]=[CH:22][C:23]([F:26])=[CH:24][CH:25]=2)=[C:6]([C:27]2[CH:28]=[CH:29][CH:30]=[CH:31][CH:32]=2)[C:5]=1[C:33]([NH:35][C:36]1[CH:37]=[CH:38][CH:39]=[CH:40][CH:41]=1)=[O:34])[CH3:1].[CH3:44][CH:43]([C:45]1[N:49]([CH2:50][CH2:51][C@@H:52]([OH:60])[CH2:53][C@@H:54]([OH:59])[CH2:55][C:56]([O-:58])=[O:57])[C:48]([C:61]2[CH:62]=[CH:63][C:64]([F:67])=[CH:65][CH:66]=2)=[C:47]([C:68]2[CH:69]=[CH:70][CH:71]=[CH:72][CH:73]=2)[C:46]=1[C:74]([NH:76][C:77]1[CH:78]=[CH:79][CH:80]=[CH:81][CH:82]=1)=[O:75])[CH3:42].[CH3:15][CH:14]([OH:86])[CH2:13][OH:18].[Ca+2:83], predict the reactants needed to synthesize it. The reactants are: [CH3:1][CH:2]([C:4]1[N:8]([CH2:9][CH2:10][C@@H:11]([OH:19])[CH2:12][C@@H:13]([OH:18])[CH2:14][C:15]([O-:17])=[O:16])[C:7]([C:20]2[CH:21]=[CH:22][C:23]([F:26])=[CH:24][CH:25]=2)=[C:6]([C:27]2[CH:28]=[CH:29][CH:30]=[CH:31][CH:32]=2)[C:5]=1[C:33]([NH:35][C:36]1[CH:37]=[CH:38][CH:39]=[CH:40][CH:41]=1)=[O:34])[CH3:3].[CH3:42][CH:43]([C:45]1[N:49]([CH2:50][CH2:51][C@@H:52]([OH:60])[CH2:53][C@@H:54]([OH:59])[CH2:55][C:56]([O-:58])=[O:57])[C:48]([C:61]2[CH:62]=[CH:63][C:64]([F:67])=[CH:65][CH:66]=2)=[C:47]([C:68]2[CH:69]=[CH:70][CH:71]=[CH:72][CH:73]=2)[C:46]=1[C:74]([NH:76][C:77]1[CH:78]=[CH:79][CH:80]=[CH:81][CH:82]=1)=[O:75])[CH3:44].[Ca+2:83].C(OCC)(=[O:86])C.